Dataset: Reaction yield outcomes from USPTO patents with 853,638 reactions. Task: Predict the reaction yield, written as a fraction of the theoretical maximum amount of product (1.0 means a 100% yield; for example, 0.34 means a 34% yield). (1) The reactants are [F:1][C:2]1[CH:7]=[CH:6][C:5]([N:8]2[CH:12]=[C:11]([N+:13]([O-])=O)[CH:10]=[N:9]2)=[CH:4][CH:3]=1. The catalyst is CCO.[Pd]. The product is [F:1][C:2]1[CH:3]=[CH:4][C:5]([N:8]2[CH:12]=[C:11]([NH2:13])[CH:10]=[N:9]2)=[CH:6][CH:7]=1. The yield is 0.960. (2) The reactants are [H-].[H-].[H-].[H-].[Li+].[Al+3].[C:7]([NH:15][C:16]1([CH:20](O)[CH2:21][CH3:22])[CH2:19][CH2:18][CH2:17]1)(=O)[C:8]1[CH:13]=[CH:12][CH:11]=[CH:10][CH:9]=1.C1C[O:27]CC1. The catalyst is O.C(OCC)(=O)C. The product is [CH2:7]([NH:15][C:16]1([CH2:20][CH:21]([OH:27])[CH3:22])[CH2:19][CH2:18][CH2:17]1)[C:8]1[CH:13]=[CH:12][CH:11]=[CH:10][CH:9]=1. The yield is 0.910. (3) The reactants are [OH:1][CH2:2]C(CO)OCN1C=C(C=C)C(=O)NC1=O.ClN1C(=O)CCC1=O.[OH:26][CH2:27][CH2:28][O:29][CH2:30][N:31]1[CH:38]=[C:37]([CH:39]([N:42]=[N+:43]=[N-:44])[CH2:40][Cl:41])[C:35](=[O:36])[NH:34][C:32]1=[O:33]. The catalyst is ClCCl.CO. The product is [OH:26][CH2:27][CH:28]([CH2:2][OH:1])[O:29][CH2:30][N:31]1[CH:38]=[C:37]([CH:39]([N:42]=[N+:43]=[N-:44])[CH2:40][Cl:41])[C:35](=[O:36])[NH:34][C:32]1=[O:33]. The yield is 0.570. (4) The reactants are [NH2:1][C:2]1[CH:17]=[CH:16][C:15]([Br:18])=[CH:14][C:3]=1[C:4]([NH:6][C:7]1[CH:12]=[CH:11][CH:10]=[CH:9][C:8]=1[Cl:13])=[O:5].[Cl:19][CH2:20][C:21](Cl)=O. The catalyst is C(O)(=O)C. The product is [Br:18][C:15]1[CH:14]=[C:3]2[C:2](=[CH:17][CH:16]=1)[N:1]=[C:21]([CH2:20][Cl:19])[N:6]([C:7]1[CH:12]=[CH:11][CH:10]=[CH:9][C:8]=1[Cl:13])[C:4]2=[O:5]. The yield is 0.830. (5) The reactants are [Cl:1][C:2]1[CH:3]=[CH:4][C:5]2[CH2:11][N:10]([C@@H:12]3[CH2:16][CH2:15][NH:14][CH2:13]3)[CH2:9][C:8](=[O:17])[NH:7][C:6]=2[CH:18]=1.C([O-])([O-])=O.[K+].[K+].Br[CH2:26][CH2:27][CH:28]=[C:29]1[C:35]2[CH:36]=[CH:37][CH:38]=[N:39][C:34]=2[CH2:33][O:32][C:31]2[CH:40]=[CH:41][C:42]([C:44]([OH:47])([CH3:46])[CH3:45])=[CH:43][C:30]1=2. The catalyst is C(#N)C.O. The product is [Cl:1][C:2]1[CH:3]=[CH:4][C:5]2[CH2:11][N:10]([C@@H:12]3[CH2:16][CH2:15][N:14]([CH2:26][CH2:27][CH:28]=[C:29]4[C:35]5[CH:36]=[CH:37][CH:38]=[N:39][C:34]=5[CH2:33][O:32][C:31]5[CH:40]=[CH:41][C:42]([C:44]([OH:47])([CH3:46])[CH3:45])=[CH:43][C:30]4=5)[CH2:13]3)[CH2:9][C:8](=[O:17])[NH:7][C:6]=2[CH:18]=1. The yield is 0.280. (6) The reactants are Cl[C:2]1[C:7]([N+:8]([O-:10])=[O:9])=[CH:6][CH:5]=[C:4]([Cl:11])[N:3]=1.C(N(CC)CC)C.[O:19]1[CH2:24][CH2:23][N:22]([C:25]2[CH:31]=[CH:30][C:28]([NH2:29])=[CH:27][CH:26]=2)[CH2:21][CH2:20]1. The catalyst is CO. The product is [O:19]1[CH2:20][CH2:21][N:22]([C:25]2[CH:26]=[CH:27][C:28]([NH:29][C:2]3[C:7]([N+:8]([O-:10])=[O:9])=[CH:6][CH:5]=[C:4]([Cl:11])[N:3]=3)=[CH:30][CH:31]=2)[CH2:23][CH2:24]1. The yield is 0.910. (7) The reactants are [CH:1]1([C:4]2[N:8]([CH2:9][C:10]3[CH:15]=[CH:14][C:13]([C:16]4[CH:21]=[CH:20][CH:19]=[CH:18][C:17]=4[C:22]4[NH:26][C:25](=[O:27])[O:24][N:23]=4)=[CH:12][CH:11]=3)[C:7]3[C:28]([C:32]([OH:34])=[O:33])=[CH:29][CH:30]=[CH:31][C:6]=3[N:5]=2)[CH2:3][CH2:2]1.O[CH2:36][C:37]1[O:38][C:39](=[O:43])[O:40][C:41]=1[CH3:42].C1(C)C=CC(S(Cl)(=O)=O)=CC=1.C(=O)([O-])[O-].[K+].[K+].Cl. The catalyst is CN(C)C(=O)C.CN(C)C1C=CN=CC=1.CC(C)=O.O. The product is [CH:1]1([C:4]2[N:8]([CH2:9][C:10]3[CH:11]=[CH:12][C:13]([C:16]4[CH:21]=[CH:20][CH:19]=[CH:18][C:17]=4[C:22]4[NH:26][C:25](=[O:27])[O:24][N:23]=4)=[CH:14][CH:15]=3)[C:7]3[C:28]([C:32]([O:34][CH2:36][C:37]4[O:38][C:39](=[O:43])[O:40][C:41]=4[CH3:42])=[O:33])=[CH:29][CH:30]=[CH:31][C:6]=3[N:5]=2)[CH2:2][CH2:3]1. The yield is 0.840.